Dataset: Forward reaction prediction with 1.9M reactions from USPTO patents (1976-2016). Task: Predict the product of the given reaction. (1) Given the reactants [N:1]1([CH2:6][C:7]2[CH:12]=[CH:11][C:10]([C:13]3[NH:17][C:16]4[CH:18]=[CH:19][CH:20]=[C:21]([C:22]([OH:24])=O)[C:15]=4[N:14]=3)=[C:9]([C:25]([F:28])([F:27])[F:26])[CH:8]=2)[CH2:5][CH2:4][CH2:3][CH2:2]1.[NH2:29][C:30]1[CH:35]=[CH:34][C:33]([CH3:36])=[CH:32][CH:31]=1, predict the reaction product. The product is: [N:1]1([CH2:6][C:7]2[CH:12]=[CH:11][C:10]([C:13]3[NH:17][C:16]4[CH:18]=[CH:19][CH:20]=[C:21]([C:22]([NH:29][C:30]5[CH:35]=[CH:34][C:33]([CH3:36])=[CH:32][CH:31]=5)=[O:24])[C:15]=4[N:14]=3)=[C:9]([C:25]([F:26])([F:28])[F:27])[CH:8]=2)[CH2:2][CH2:3][CH2:4][CH2:5]1. (2) Given the reactants [NH2:1][C:2]1[S:3][CH:4]=[C:5]([CH2:7][C:8]([O:10][CH2:11][CH3:12])=[O:9])[N:6]=1.[F:13][C:14]([F:26])([F:25])[C:15]1[CH:16]=[C:17]([S:21](Cl)(=[O:23])=[O:22])[CH:18]=[CH:19][CH:20]=1, predict the reaction product. The product is: [F:26][C:14]([F:13])([F:25])[C:15]1[CH:16]=[C:17]([S:21]([NH:1][C:2]2[S:3][CH:4]=[C:5]([CH2:7][C:8]([O:10][CH2:11][CH3:12])=[O:9])[N:6]=2)(=[O:22])=[O:23])[CH:18]=[CH:19][CH:20]=1. (3) The product is: [CH3:37][C:18]1[CH:23]=[CH:22][C:21]([S:24][CH2:25][C:26]([C:28]2[S:32][C:31]([CH2:33][C:34]([NH:17][C:14]3[CH:15]=[C:16]4[C:11]([CH:10]=[N:9][N:8]4[CH2:7][CH2:6][N:1]4[CH2:5][CH2:4][CH2:3][CH2:2]4)=[CH:12][CH:13]=3)=[O:35])=[CH:30][CH:29]=2)=[O:27])=[CH:20][CH:19]=1. Given the reactants [N:1]1([CH2:6][CH2:7][N:8]2[C:16]3[C:11](=[CH:12][CH:13]=[C:14]([NH2:17])[CH:15]=3)[CH:10]=[N:9]2)[CH2:5][CH2:4][CH2:3][CH2:2]1.[C:18]1([CH3:37])[CH:23]=[CH:22][C:21]([S:24][CH2:25][C:26]([C:28]2[S:32][C:31]([CH2:33][C:34](O)=[O:35])=[CH:30][CH:29]=2)=[O:27])=[CH:20][CH:19]=1, predict the reaction product. (4) Given the reactants Cl.[CH2:2]([O:4][C:5](=[O:8])[CH2:6][NH2:7])[CH3:3].[Cl:9][C:10]1[C:15]([N+:16]([O-:18])=[O:17])=[C:14](Cl)[N:13]=[CH:12][N:11]=1.C(N(C(C)C)C(C)C)C, predict the reaction product. The product is: [CH2:2]([O:4][C:5](=[O:8])[CH2:6][NH:7][C:14]1[C:15]([N+:16]([O-:18])=[O:17])=[C:10]([Cl:9])[N:11]=[CH:12][N:13]=1)[CH3:3]. (5) Given the reactants [F:1][C:2]1[CH:3]=[C:4]([NH:25][C:26](=[O:32])[C:27](OCC)=[O:28])[CH:5]=[CH:6][C:7]=1[O:8][C:9]1[CH:14]=[CH:13][N:12]=[C:11]2[CH:15]=[C:16]([C:18]3[N:19]=[CH:20][N:21]([CH2:23][CH3:24])[CH:22]=3)[S:17][C:10]=12.FC1C=C(NC(=O)C([NH:71][CH2:72][CH2:73][C:74]2[CH:79]=[CH:78][CH:77]=[CH:76][C:75]=2[O:80][CH3:81])=O)C=CC=1OC1C=CN=C2C=C(C3C=CC(OCCN4CCOCC4)=C(OC)C=3)SC=12, predict the reaction product. The product is: [CH2:23]([N:21]1[CH:22]=[C:18]([C:16]2[S:17][C:10]3[C:11](=[N:12][CH:13]=[CH:14][C:9]=3[O:8][C:7]3[CH:6]=[CH:5][C:4]([NH:25][C:26](=[O:32])[C:27]([NH:71][CH2:72][CH2:73][C:74]4[CH:79]=[CH:78][CH:77]=[CH:76][C:75]=4[O:80][CH3:81])=[O:28])=[CH:3][C:2]=3[F:1])[CH:15]=2)[N:19]=[CH:20]1)[CH3:24]. (6) Given the reactants [Cl:1][C:2]1[CH:3]=[C:4]([CH:22]=[CH:23][C:24]=1[O:25][CH3:26])[CH2:5][NH:6][C:7]1[C:8]2[C:17]3[CH2:18][CH2:19][CH2:20][CH2:21][C:16]=3[S:15][C:9]=2[N:10]=[C:11]([CH2:13]Cl)[N:12]=1.[NH2:27][CH2:28][CH2:29][CH2:30][OH:31].CCOCC.C1(N)C(F)=C(F)C(F)=C(N)C=1F.Cl.Cl, predict the reaction product. The product is: [Cl:1][C:2]1[CH:3]=[C:4]([CH:22]=[CH:23][C:24]=1[O:25][CH3:26])[CH2:5][NH:6][C:7]1[C:8]2[C:17]3[CH2:18][CH2:19][CH2:20][CH2:21][C:16]=3[S:15][C:9]=2[N:10]=[C:11]([CH2:13][NH:27][CH2:28][CH2:29][CH2:30][OH:31])[N:12]=1. (7) Given the reactants Cl.[F:2][C:3]1[CH:4]=[CH:5][C:6]([CH2:9][O:10][C:11]2[CH:16]=[CH:15][N:14]([C:17]3[CH:22]=[CH:21][C:20]4[C:23]5[CH2:28][CH2:27][NH:26][CH2:25][C:24]=5[S:29][C:19]=4[CH:18]=3)[C:13](=[O:30])[CH:12]=2)=[N:7][CH:8]=1.C(N(CC)CC)C.[C:38](Cl)([CH3:40])=[O:39], predict the reaction product. The product is: [C:38]([N:26]1[CH2:27][CH2:28][C:23]2[C:20]3[CH:21]=[CH:22][C:17]([N:14]4[CH:15]=[CH:16][C:11]([O:10][CH2:9][C:6]5[CH:5]=[CH:4][C:3]([F:2])=[CH:8][N:7]=5)=[CH:12][C:13]4=[O:30])=[CH:18][C:19]=3[S:29][C:24]=2[CH2:25]1)(=[O:39])[CH3:40].